From a dataset of Catalyst prediction with 721,799 reactions and 888 catalyst types from USPTO. Predict which catalyst facilitates the given reaction. (1) Reactant: [F:1][C:2]1[CH:20]=[CH:19][C:5]([CH2:6][N:7]2[C:15]3[C:10](=[N:11][CH:12]=[CH:13][CH:14]=3)[C:9]([C:16]([OH:18])=O)=[CH:8]2)=[CH:4][CH:3]=1.CN(C(ON1N=NC2C=CC=NC1=2)=[N+](C)C)C.F[P-](F)(F)(F)(F)F.[O:45]1[CH2:50][CH2:49][CH:48]([NH2:51])[CH2:47][CH2:46]1.CCOC(C)=O. Product: [F:1][C:2]1[CH:3]=[CH:4][C:5]([CH2:6][N:7]2[C:15]3[C:10](=[N:11][CH:12]=[CH:13][CH:14]=3)[C:9]([C:16]([NH:51][CH:48]3[CH2:49][CH2:50][O:45][CH2:46][CH2:47]3)=[O:18])=[CH:8]2)=[CH:19][CH:20]=1. The catalyst class is: 18. (2) Reactant: [Br:1][C:2]1[CH:7]=[CH:6][C:5]([C:8]2([C:11](O)=[O:12])[CH2:10][CH2:9]2)=[CH:4][CH:3]=1.CSC.B. Product: [Br:1][C:2]1[CH:3]=[CH:4][C:5]([C:8]2([CH2:11][OH:12])[CH2:9][CH2:10]2)=[CH:6][CH:7]=1. The catalyst class is: 1. (3) Reactant: [CH3:1][C:2]1[CH:3]=[C:4](/[N:9]=[C:10](/[C:15]2[CH:31]=[CH:30][C:18]3[N:19]=[C:20]([C:22]4[C:27]([CH3:28])=[CH:26][CH:25]=[CH:24][C:23]=4[CH3:29])[NH:21][C:17]=3[CH:16]=2)\[C:11]([F:14])([F:13])[F:12])[CH:5]=[CH:6][C:7]=1[CH3:8].[BH4-].[Na+]. Product: [CH3:1][C:2]1[CH:3]=[C:4]([NH:9][CH:10]([C:15]2[CH:31]=[CH:30][C:18]3[N:19]=[C:20]([C:22]4[C:27]([CH3:28])=[CH:26][CH:25]=[CH:24][C:23]=4[CH3:29])[NH:21][C:17]=3[CH:16]=2)[C:11]([F:14])([F:13])[F:12])[CH:5]=[CH:6][C:7]=1[CH3:8]. The catalyst class is: 5. (4) Reactant: [C:1]12([CH2:12][C:11](=[O:13])[O:10][C:8](=[O:9])[CH2:7]1)[CH2:6][CH2:5][CH2:4][CH2:3][CH2:2]2.[CH:14]1([NH2:20])[CH2:19][CH2:18][CH2:17][CH2:16][CH2:15]1.Cl. Product: [CH:14]1([NH:20][C:11]([CH2:12][C:1]2([CH2:7][C:8]([OH:10])=[O:9])[CH2:2][CH2:3][CH2:4][CH2:5][CH2:6]2)=[O:13])[CH2:19][CH2:18][CH2:17][CH2:16][CH2:15]1. The catalyst class is: 46.